From a dataset of Catalyst prediction with 721,799 reactions and 888 catalyst types from USPTO. Predict which catalyst facilitates the given reaction. (1) Product: [Si:17]([O:11][CH2:10][CH:9]([OH:12])[CH2:8][O:1][C:2]1[CH:7]=[CH:6][CH:5]=[CH:4][CH:3]=1)([C:14]([CH3:16])([CH3:15])[CH3:13])([CH3:19])[CH3:18]. Reactant: [O:1]([CH2:8][CH:9]([OH:12])[CH2:10][OH:11])[C:2]1[CH:7]=[CH:6][CH:5]=[CH:4][CH:3]=1.[CH3:13][C:14]([Si:17](Cl)([CH3:19])[CH3:18])([CH3:16])[CH3:15]. The catalyst class is: 17. (2) Reactant: [F:1][C:2]1[CH:3]=[CH:4][C:5]([O:34]C)=[C:6]([C:8]([CH3:33])([CH3:32])[CH2:9][C:10]([C:28]([F:31])([F:30])[F:29])([OH:27])[CH2:11][NH:12][C:13]2[CH:22]=[CH:21][CH:20]=[C:19]3[C:14]=2[CH:15]=[CH:16][C:17]([C:23]([F:26])([F:25])[F:24])=[N:18]3)[CH:7]=1.B(Br)(Br)Br.CO. Product: [F:1][C:2]1[CH:3]=[CH:4][C:5]([OH:34])=[C:6]([C:8]([CH3:32])([CH3:33])[CH2:9][C:10]([C:28]([F:29])([F:30])[F:31])([OH:27])[CH2:11][NH:12][C:13]2[CH:22]=[CH:21][CH:20]=[C:19]3[C:14]=2[CH:15]=[CH:16][C:17]([C:23]([F:26])([F:24])[F:25])=[N:18]3)[CH:7]=1. The catalyst class is: 4. (3) Reactant: [Br:1][CH2:2][C:3]([NH:5][CH2:6][CH2:7][NH:8]C(OC(C)(C)C)=O)=[O:4].[C:16]([OH:22])([C:18]([F:21])([F:20])[F:19])=[O:17]. Product: [Br:1][CH2:2][C:3]([NH:5][CH2:6][CH2:7][NH2:8])=[O:4].[F:19][C:18]([F:21])([F:20])[C:16]([O-:22])=[O:17]. The catalyst class is: 4. (4) Reactant: [NH2:1][C@@H:2]([C@H:8]([OH:11])[CH2:9][CH3:10])[C:3]([O:5]CC)=[O:4]. Product: [NH2:1][C@@H:2]([C@H:8]([OH:11])[CH2:9][CH3:10])[C:3]([OH:5])=[O:4]. The catalyst class is: 33. (5) Reactant: Cl.[NH:2]1[CH2:7][CH2:6][CH:5]([NH:8][C:9]2[O:10][C:11]3[CH:17]=[CH:16][C:15]([O:18][CH2:19][C:20]4[NH:24][N:23]=[N:22][N:21]=4)=[CH:14][C:12]=3[N:13]=2)[CH2:4][CH2:3]1.[CH2:25]([O:27][C:28]1[CH:29]=[C:30]([CH:33]=[C:34]([O:37][CH2:38][CH3:39])[C:35]=1[F:36])[CH:31]=O)[CH3:26].C([BH3-])#N.[Na+].C(N(C(C)C)C(C)C)C. Product: [CH2:25]([O:27][C:28]1[CH:29]=[C:30]([CH:33]=[C:34]([O:37][CH2:38][CH3:39])[C:35]=1[F:36])[CH2:31][N:2]1[CH2:7][CH2:6][CH:5]([NH:8][C:9]2[O:10][C:11]3[CH:17]=[CH:16][C:15]([O:18][CH2:19][C:20]4[NH:24][N:23]=[N:22][N:21]=4)=[CH:14][C:12]=3[N:13]=2)[CH2:4][CH2:3]1)[CH3:26]. The catalyst class is: 212. (6) Reactant: [OH-].[Na+].[CH2:3]([O:10][C:11]1[CH:16]=[CH:15][N:14]([C:17]2[CH:18]=[N:19][C:20]([N:23]3[CH2:27][CH2:26][CH:25]([C:28]([O:30]C)=[O:29])[CH2:24]3)=[CH:21][CH:22]=2)[C:13](=[O:32])[CH:12]=1)[C:4]1[CH:9]=[CH:8][CH:7]=[CH:6][CH:5]=1. Product: [CH2:3]([O:10][C:11]1[CH:16]=[CH:15][N:14]([C:17]2[CH:18]=[N:19][C:20]([N:23]3[CH2:27][CH2:26][CH:25]([C:28]([OH:30])=[O:29])[CH2:24]3)=[CH:21][CH:22]=2)[C:13](=[O:32])[CH:12]=1)[C:4]1[CH:9]=[CH:8][CH:7]=[CH:6][CH:5]=1. The catalyst class is: 92. (7) Reactant: [C@@H:1]1([NH:10][C:11](=[O:17])[O:12][C:13]([CH3:16])([CH3:15])[CH3:14])[C:9]2[C:4](=[CH:5][CH:6]=[CH:7][CH:8]=2)[CH2:3][CH2:2]1.[H-].[Na+].I[CH3:21]. Product: [C@@H:1]1([N:10]([CH3:21])[C:11](=[O:17])[O:12][C:13]([CH3:14])([CH3:16])[CH3:15])[C:9]2[C:4](=[CH:5][CH:6]=[CH:7][CH:8]=2)[CH2:3][CH2:2]1. The catalyst class is: 1.